This data is from Full USPTO retrosynthesis dataset with 1.9M reactions from patents (1976-2016). The task is: Predict the reactants needed to synthesize the given product. (1) Given the product [Cl:12][CH2:11][CH2:10][CH2:9][N:4]([CH:1]([CH3:3])[CH3:2])[CH3:5], predict the reactants needed to synthesize it. The reactants are: [CH:1]([NH:4][CH3:5])([CH3:3])[CH3:2].[OH-].[Na+].Br[CH2:9][CH2:10][CH2:11][Cl:12]. (2) Given the product [CH3:15][C:14]1[N:13]=[C:11]([C:4]2[C:5]3[C:10](=[CH:9][CH:8]=[CH:7][CH:6]=3)[N:2]([CH3:1])[CH:3]=2)[N:21]2[C:16]=1[CH:17]=[N:18][C:19]([NH:22][C:23]1[CH:28]=[CH:27][C:26]([O:29][CH3:30])=[CH:25][CH:24]=1)=[N:20]2, predict the reactants needed to synthesize it. The reactants are: [CH3:1][N:2]1[C:10]2[C:5](=[CH:6][CH:7]=[CH:8][CH:9]=2)[C:4]([C:11]([NH:13][CH:14]([C:16]2[N:21]=[N:20][C:19]([NH:22][C:23]3[CH:28]=[CH:27][C:26]([O:29][CH3:30])=[CH:25][CH:24]=3)=[N:18][CH:17]=2)[CH3:15])=O)=[CH:3]1.N1C=NC=N1.P(Cl)(Cl)(Cl)=O. (3) Given the product [CH2:32]([N:36]([CH2:45][CH2:46][CH2:47][CH3:48])[C:37]1[CH:38]=[CH:39][C:40](/[CH:41]=[CH:42]/[C:2]2[CH:9]=[CH:8][C:5]([CH:6]=[O:7])=[CH:4][CH:3]=2)=[CH:43][CH:44]=1)[CH2:33][CH2:34][CH3:35], predict the reactants needed to synthesize it. The reactants are: Br[C:2]1[CH:9]=[CH:8][C:5]([CH:6]=[O:7])=[CH:4][CH:3]=1.C1(C)C=CC=CC=1P(C1C=CC=CC=1C)C1C=CC=CC=1C.[CH2:32]([N:36]([CH2:45][CH2:46][CH2:47][CH3:48])[C:37]1[CH:44]=[CH:43][C:40]([CH:41]=[CH2:42])=[CH:39][CH:38]=1)[CH2:33][CH2:34][CH3:35]. (4) Given the product [CH:1]1([C:7]2[CH:8]=[C:9]([C:19]([NH:27][N:22]3[CH2:26][CH2:25][CH2:24][CH2:23]3)=[O:21])[CH:10]=[N:11][C:12]=2[O:13][CH2:14][C:15]([F:18])([F:17])[F:16])[CH2:2][CH2:3][CH2:4][CH2:5][CH2:6]1, predict the reactants needed to synthesize it. The reactants are: [CH:1]1([C:7]2[CH:8]=[C:9]([C:19]([OH:21])=O)[CH:10]=[N:11][C:12]=2[O:13][CH2:14][C:15]([F:18])([F:17])[F:16])[CH2:6][CH2:5][CH2:4][CH2:3][CH2:2]1.[N:22]1([NH2:27])[CH2:26][CH2:25][CH2:24][CH2:23]1. (5) Given the product [NH2:19][C:17]1[C:16](/[CH:20]=[CH:21]/[C:22]#[CH:23])=[C:15]([O:32][CH2:33][CH3:34])[N:14]=[C:13]([C:11]([NH:10][CH2:9][C:8]2[CH:35]=[CH:36][C:5]([S:2]([CH3:1])(=[O:4])=[O:3])=[CH:6][CH:7]=2)=[O:12])[CH:18]=1, predict the reactants needed to synthesize it. The reactants are: [CH3:1][S:2]([C:5]1[CH:36]=[CH:35][C:8]([CH2:9][NH:10][C:11]([C:13]2[CH:18]=[C:17]([NH2:19])[C:16]([C:20]([Si](C)(C)C)=[CH:21][C:22]#[C:23][Si](C)(C)C)=[C:15]([O:32][CH2:33][CH3:34])[N:14]=2)=[O:12])=[CH:7][CH:6]=1)(=[O:4])=[O:3].[F-].C([N+](CCCC)(CCCC)CCCC)CCC.O.C(OCC)(=O)C. (6) Given the product [CH3:1][C:2]1[N:7]=[C:6]([C:8]([OH:22])=[O:17])[C:5]([C:10]2[N:15]=[CH:14][C:13]([CH3:16])=[CH:12][N:11]=2)=[CH:4][CH:3]=1, predict the reactants needed to synthesize it. The reactants are: [CH3:1][C:2]1[N:7]=[C:6]([C:8]#N)[C:5]([C:10]2[N:15]=[CH:14][C:13]([CH3:16])=[CH:12][N:11]=2)=[CH:4][CH:3]=1.[OH-:17].[Na+].C1C(=NNC2C=CC(/C=C/C3C=CC(NN=C4C=CC(=O)C=C4)=CC=3S([O-])(=O)=O)=C(S([O-])(=O)=O)C=2)C=CC(=[O:22])C=1.[Na+].[Na+]. (7) Given the product [CH3:1][N:2]1[C:6]2[C:7]3[CH:8]=[C:9]([N+:15]([O-:17])=[O:16])[CH:10]=[CH:11][C:12]=3[S:13](=[O:31])(=[O:28])[CH2:14][C:5]=2[C:4]([C:18]([N:20]2[CH2:25][CH2:24][O:23][CH2:22][CH2:21]2)=[O:19])=[N:3]1, predict the reactants needed to synthesize it. The reactants are: [CH3:1][N:2]1[C:6]2[C:7]3[CH:8]=[C:9]([N+:15]([O-:17])=[O:16])[CH:10]=[CH:11][C:12]=3[S:13][CH2:14][C:5]=2[C:4]([C:18]([N:20]2[CH2:25][CH2:24][O:23][CH2:22][CH2:21]2)=[O:19])=[N:3]1.OO.[OH2:28].C(O)(=[O:31])C. (8) Given the product [F:12][C:13]([F:22])([F:21])[C:14]1[CH:15]=[CH:16][CH:17]=[C:18]([O:11][CH2:10][C:3]2[C:4]([CH3:8])([CH3:9])[CH2:5][CH2:6][CH2:7][C:2]=2[CH3:1])[CH:19]=1, predict the reactants needed to synthesize it. The reactants are: [CH3:1][C:2]1[CH2:7][CH2:6][CH2:5][C:4]([CH3:9])([CH3:8])[C:3]=1[CH2:10][OH:11].[F:12][C:13]([F:22])([F:21])[C:14]1[CH:15]=[C:16](O)[CH:17]=[CH:18][CH:19]=1.C1(P(C2C=CC=CC=2)C2C=CC=CC=2)C=CC=CC=1.N(C(OCC)=O)=NC(OCC)=O. (9) The reactants are: O.NN.[NH2:4][C:5]1[C:14]2[N:15]=[C:16]([CH2:29][O:30][N:31]3C(=O)C4C(=CC=CC=4)C3=O)[N:17]([CH2:18][CH2:19][CH2:20][NH:21][C:22](=[O:28])[O:23][C:24]([CH3:27])([CH3:26])[CH3:25])[C:13]=2[C:12]2[CH:11]=[CH:10][CH:9]=[CH:8][C:7]=2[N:6]=1. Given the product [NH2:4][C:5]1[C:14]2[N:15]=[C:16]([CH2:29][O:30][NH2:31])[N:17]([CH2:18][CH2:19][CH2:20][NH:21][C:22](=[O:28])[O:23][C:24]([CH3:27])([CH3:26])[CH3:25])[C:13]=2[C:12]2[CH:11]=[CH:10][CH:9]=[CH:8][C:7]=2[N:6]=1, predict the reactants needed to synthesize it. (10) Given the product [O:26]1[C:21]2([CH2:20][CH2:19][N:18]([CH2:17][CH2:16][O:15][C:12]3[CH:13]=[CH:14][C:9]([CH2:8][N:4]([CH2:3][C@H:2]([OH:1])[C:35]4[C:43]5[S:42][C:41](=[O:44])[NH:40][C:39]=5[C:38]([OH:45])=[CH:37][CH:36]=4)[C:5](=[O:6])[O:26][C:21]([CH3:33])([CH3:22])[CH3:20])=[CH:10][CH:11]=3)[CH2:34][CH2:33]2)[CH2:22][NH:23][CH2:24][CH2:25]1, predict the reactants needed to synthesize it. The reactants are: [OH:1][CH:2]([C:35]1[C:43]2[S:42][C:41](=[O:44])[NH:40][C:39]=2[C:38]([OH:45])=[CH:37][CH:36]=1)[CH2:3][N:4]([CH2:8][C:9]1[CH:14]=[CH:13][C:12]([O:15][CH2:16][CH2:17][N:18]2[CH2:34][CH2:33][C:21]3([O:26][CH2:25][CH2:24][N:23](C(=O)C(F)(F)F)[CH2:22]3)[CH2:20][CH2:19]2)=[CH:11][CH:10]=1)[C:5](=O)[O-:6].